From a dataset of Catalyst prediction with 721,799 reactions and 888 catalyst types from USPTO. Predict which catalyst facilitates the given reaction. (1) Reactant: [Si](OS(C(F)(F)F)(=O)=O)(C)(C)C.[Cl:13][C:14]1[C:19]([NH:20][C:21]2[N:26]=[C:25]([N:27]([CH:37]3[CH2:39][CH2:38]3)[CH2:28][C:29]3[CH:34]=[CH:33][C:32]([O:35][CH3:36])=[CH:31][CH:30]=3)[C:24]3=[N:40][CH:41]=[C:42]([C:43]#[N:44])[N:23]3[N:22]=2)=[CH:18][C:17]([C:45]#[N:46])=[CH:16][C:15]=1[N:47]1[CH2:52][CH2:51][CH:50]2[N:53](C(OC(C)(C)C)=O)[CH2:54][CH2:55][CH:49]2[CH2:48]1.N1C(C)=CC=CC=1C. Product: [Cl:13][C:14]1[C:15]([N:47]2[CH2:52][CH2:51][CH:50]3[NH:53][CH2:54][CH2:55][CH:49]3[CH2:48]2)=[CH:16][C:17]([C:45]#[N:46])=[CH:18][C:19]=1[NH:20][C:21]1[N:26]=[C:25]([N:27]([CH:37]2[CH2:39][CH2:38]2)[CH2:28][C:29]2[CH:30]=[CH:31][C:32]([O:35][CH3:36])=[CH:33][CH:34]=2)[C:24]2=[N:40][CH:41]=[C:42]([C:43]#[N:44])[N:23]2[N:22]=1. The catalyst class is: 4. (2) Reactant: [CH3:1][CH:2](CC)[O-].[CH3:6][CH:7](CC)[O-].[CH3:11][CH:12](CC)[O-].[Al+3:16].C([O:19][C:20](=[O:25])[CH2:21][C:22]([CH3:24])=[O:23])C. Product: [CH2:1]([CH2:24][C:22](=[O:23])[CH2:21][C:20]([O-:19])=[O:25])[CH3:2].[CH2:6]([CH2:24][C:22](=[O:23])[CH2:21][C:20]([O-:19])=[O:25])[CH3:7].[CH2:11]([CH2:24][C:22](=[O:23])[CH2:21][C:20]([O-:19])=[O:25])[CH3:12].[Al+3:16]. The catalyst class is: 194. (3) Reactant: C([O-])(=[O:3])C.[K+].Cl[C:7]1[N:12]=[N:11][C:10]([N:13]2[CH2:18][CH2:17][CH:16]([N:19]3[CH2:25][CH2:24][C:23]4[CH:26]=[C:27]([O:30][CH3:31])[CH:28]=[CH:29][C:22]=4[NH:21][C:20]3=[O:32])[CH2:15][CH2:14]2)=[CH:9][C:8]=1[C:33]([C:35]1[CH:45]=[C:44]([CH3:46])[C:38]2[N:39]([CH3:43])[C:40](=[O:42])[O:41][C:37]=2[CH:36]=1)=[O:34]. Product: [CH3:43][N:39]1[C:38]2[C:44]([CH3:46])=[CH:45][C:35]([C:33]([C:8]3[C:7](=[O:3])[NH:12][N:11]=[C:10]([N:13]4[CH2:14][CH2:15][CH:16]([N:19]5[CH2:25][CH2:24][C:23]6[CH:26]=[C:27]([O:30][CH3:31])[CH:28]=[CH:29][C:22]=6[NH:21][C:20]5=[O:32])[CH2:17][CH2:18]4)[CH:9]=3)=[O:34])=[CH:36][C:37]=2[O:41][C:40]1=[O:42]. The catalyst class is: 15. (4) Reactant: C(Cl)(=O)C(Cl)=O.CS(C)=O.[F:11][C:12]1([CH:15]([OH:27])[CH2:16][C:17]([C:20]2[CH:25]=[CH:24][C:23]([F:26])=[CH:22][CH:21]=2)([CH3:19])[CH3:18])[CH2:14][CH2:13]1.C(N(CC)CC)C. Product: [F:11][C:12]1([C:15](=[O:27])[CH2:16][C:17]([C:20]2[CH:21]=[CH:22][C:23]([F:26])=[CH:24][CH:25]=2)([CH3:19])[CH3:18])[CH2:13][CH2:14]1. The catalyst class is: 4. (5) Reactant: [CH3:1][O:2][C:3]1[CH:8]=[C:7]([CH2:9][O:10][CH3:11])[CH:6]=[C:5]([O:12][CH3:13])[C:4]=1[C:14]1[N:15]2[N:23]=[C:22]([CH3:24])[C:21]([N:25]([CH2:29][CH2:30][CH3:31])[CH2:26][CH2:27][CH3:28])=[C:16]2[S:17][C:18]=1[S:19][CH3:20].ClC1C=CC=C(C(OO)=[O:40])C=1.C(=O)([O-])[O-].[Na+].[Na+]. Product: [CH3:13][O:12][C:5]1[CH:6]=[C:7]([CH2:9][O:10][CH3:11])[CH:8]=[C:3]([O:2][CH3:1])[C:4]=1[C:14]1[N:15]2[N:23]=[C:22]([CH3:24])[C:21]([N:25]([CH2:29][CH2:30][CH3:31])[CH2:26][CH2:27][CH3:28])=[C:16]2[S:17][C:18]=1[S:19]([CH3:20])=[O:40]. The catalyst class is: 4. (6) Reactant: CC1C=CC(S([N:11]2[C@H:17]([CH2:18][NH:19][C:20]3[CH:25]=[CH:24][C:23]([C:26]([F:29])([F:28])[F:27])=[CH:22][N:21]=3)[CH2:16][C@@H:15]3[C@@H:13]([CH2:14]3)[CH2:12]2)(=O)=O)=CC=1.[C-]1C2C(=CC=CC=2)C=CC=1.[Na+].O. Product: [C@@H:13]12[CH2:14][C@@H:15]1[CH2:16][C@@H:17]([CH2:18][NH:19][C:20]1[CH:25]=[CH:24][C:23]([C:26]([F:29])([F:27])[F:28])=[CH:22][N:21]=1)[NH:11][CH2:12]2. The catalyst class is: 1. (7) Reactant: [F:1][C:2]([F:21])([F:20])[O:3][C:4]1[CH:9]=[CH:8][C:7]([NH:10][C:11]([C:13]2([F:19])[CH2:18][CH2:17][NH:16][CH2:15][CH2:14]2)=[O:12])=[CH:6][CH:5]=1.[CH3:22][O:23][C:24]1[CH:29]=[CH:28][C:27]([S:30](Cl)(=[O:32])=[O:31])=[CH:26][CH:25]=1. Product: [F:21][C:2]([F:20])([F:1])[O:3][C:4]1[CH:9]=[CH:8][C:7]([NH:10][C:11]([C:13]2([F:19])[CH2:18][CH2:17][N:16]([S:30]([C:27]3[CH:26]=[CH:25][C:24]([O:23][CH3:22])=[CH:29][CH:28]=3)(=[O:32])=[O:31])[CH2:15][CH2:14]2)=[O:12])=[CH:6][CH:5]=1. The catalyst class is: 17. (8) Reactant: [OH-].[Na+].[CH:3]1([N:15]2[CH2:20][CH2:19][CH:18]([N:21]3[C:29]4[C:24](=[CH:25][CH:26]=[CH:27][CH:28]=4)[C:23]4([CH2:31][CH:30]4[C:32]([O:34]CC)=[O:33])[C:22]3=[O:37])[CH2:17][CH2:16]2)[C:13]2=[C:14]3[C:9](=[CH:10][CH:11]=[CH:12]2)[CH:8]=[CH:7][CH:6]=[C:5]3[CH2:4]1.Cl. The catalyst class is: 5. Product: [CH:3]1([N:15]2[CH2:20][CH2:19][CH:18]([N:21]3[C:29]4[C:24](=[CH:25][CH:26]=[CH:27][CH:28]=4)[C:23]4([CH2:31][CH:30]4[C:32]([OH:34])=[O:33])[C:22]3=[O:37])[CH2:17][CH2:16]2)[C:13]2=[C:14]3[C:9](=[CH:10][CH:11]=[CH:12]2)[CH:8]=[CH:7][CH:6]=[C:5]3[CH2:4]1.